Task: Regression. Given a peptide amino acid sequence and an MHC pseudo amino acid sequence, predict their binding affinity value. This is MHC class II binding data.. Dataset: Peptide-MHC class II binding affinity with 134,281 pairs from IEDB (1) The binding affinity (normalized) is 0.147. The peptide sequence is TWYGKPTGAGPKDNG. The MHC is DRB1_0101 with pseudo-sequence DRB1_0101. (2) The MHC is DRB3_0202 with pseudo-sequence DRB3_0202. The binding affinity (normalized) is 0.329. The peptide sequence is GKLQIVDKIDAAFKI. (3) The peptide sequence is IFYDVFFAVANGNEL. The MHC is DRB1_1602 with pseudo-sequence DRB1_1602. The binding affinity (normalized) is 0.416. (4) The peptide sequence is PELVPEDPEDSALLEDPAGT. The MHC is DRB1_1501 with pseudo-sequence DRB1_1501. The binding affinity (normalized) is 0.531. (5) The binding affinity (normalized) is 0.671. The MHC is HLA-DPA10201-DPB10501 with pseudo-sequence HLA-DPA10201-DPB10501. The peptide sequence is APEVKYTKFETALKK. (6) The peptide sequence is HRDNIEDDLLNRNNT. The MHC is HLA-DPA10103-DPB10301 with pseudo-sequence HLA-DPA10103-DPB10301. The binding affinity (normalized) is 0.